Dataset: CYP2D6 inhibition data for predicting drug metabolism from PubChem BioAssay. Task: Regression/Classification. Given a drug SMILES string, predict its absorption, distribution, metabolism, or excretion properties. Task type varies by dataset: regression for continuous measurements (e.g., permeability, clearance, half-life) or binary classification for categorical outcomes (e.g., BBB penetration, CYP inhibition). Dataset: cyp2d6_veith. The compound is Cc1ccccc1OCC(=O)NC(=S)Nc1ccc(S(=O)(=O)NC2CCCCC2)cc1. The result is 0 (non-inhibitor).